This data is from Full USPTO retrosynthesis dataset with 1.9M reactions from patents (1976-2016). The task is: Predict the reactants needed to synthesize the given product. (1) Given the product [N:33]1([CH2:38][CH2:37][CH2:26][O:25][C:22]2[CH:23]=[CH:24][C:19]([C:18]3[N:11]([C:12]4[CH:17]=[CH:16][CH:15]=[CH:14][CH:13]=4)[C:1](=[O:10])[C:2]4[C:3](=[CH:5][CH:6]=[CH:7][CH:8]=4)[N:4]=3)=[CH:20][CH:21]=2)[CH2:34][CH2:35][CH2:31][CH2:30][CH2:29]1, predict the reactants needed to synthesize it. The reactants are: [C:1]([OH:10])(=O)[C:2]1[C:3](=[CH:5][CH:6]=[CH:7][CH:8]=1)[NH2:4].[NH2:11][C:12]1[CH:17]=[CH:16][CH:15]=[CH:14][CH:13]=1.[CH:18](=O)[C:19]1[CH:24]=[CH:23][C:22]([O:25][CH3:26])=[CH:21][CH:20]=1.Cl[CH2:29][CH2:30][CH2:31]Br.[NH:33]1[CH2:38][CH2:37]C[CH2:35][CH2:34]1. (2) Given the product [C:1]([O:5][C:6]([N:8]1[CH2:20][C@@H:19]([CH3:21])[N:18]2[C@H:10]([CH2:11][C:12]3[C:17]2=[N:16][C:15]([Cl:22])=[CH:14][CH:13]=3)[CH2:9]1)=[O:7])([CH3:4])([CH3:2])[CH3:3], predict the reactants needed to synthesize it. The reactants are: [C:1]([O:5][C:6]([N:8]1[CH2:20][C@@H:19]([CH3:21])[N:18]2[C:10](=[CH:11][C:12]3[C:17]2=[N:16][C:15]([Cl:22])=[CH:14][CH:13]=3)[CH2:9]1)=[O:7])([CH3:4])([CH3:3])[CH3:2].C([BH3-])#N.[Na+].C(=O)([O-])[O-].[Na+].[Na+]. (3) Given the product [CH3:10][O:9][C:7](=[O:8])[C:6]1[C:15]([OH:14])=[CH:16][C:17]([OH:21])=[C:18]([CH2:19][CH3:20])[C:5]=1[CH2:4][C:3]([O:2][CH3:1])=[O:11], predict the reactants needed to synthesize it. The reactants are: [CH3:1][O:2][C:3](=[O:11])[CH:4]=[C:5]=[CH:6][C:7]([O:9][CH3:10])=[O:8].C([O:14][C:15](O[Si](C)(C)C)=[CH:16][C:17]([O:21][Si](C)(C)C)=[CH:18][CH2:19][CH3:20])C.C(O)C.[F-].[NH4+].